The task is: Token-level Classification. Given an antibody amino acid sequence, predict which amino acid positions are active in antigen binding. Output is a list of indices for active paratope positions.. This data is from Antibody paratope prediction from SAbDab with 1,023 antibody chains. (1) The paratope positions are: [52, 83, 84, 85]. Given the antibody sequence: QVQLVESGGGLVQPGGSLRLSCAASGFTFSSYWMNWVRQAPGKGLEWVSGISYSGSETYYADSVKGRFTISRDNSKNTLYLQMNSLRAEDTAVYYCARGFGTDFWGQGTLVTVSS, which amino acid positions are active in antigen binding (paratope)? (2) Given the antibody sequence: QVQLVQSGAEVKKPGASVKVSCKASGYYTEAYYIHWVRQAPGQGLEWMGRIDPATGNTKYAPRLQDRVTMTRDTSTSTVYMELSSLRSEDTAVYYCASLYSLPVYWGQGTTVTVSS, which amino acid positions are active in antigen binding (paratope)? The paratope positions are: [52, 83, 84, 85].